This data is from Catalyst prediction with 721,799 reactions and 888 catalyst types from USPTO. The task is: Predict which catalyst facilitates the given reaction. (1) Reactant: [CH3:1][O:2][C:3]1[N:8]=[C:7]2[N:9]([CH2:14][CH2:15][C@H:16]3[CH2:18][O:17]3)[C:10](=[O:13])[CH:11]=[CH:12][C:6]2=[N:5][CH:4]=1.[NH:19]1[CH2:24][CH2:23][CH:22]([NH:25][C:26](=[O:32])[O:27][C:28]([CH3:31])([CH3:30])[CH3:29])[CH2:21][CH2:20]1. Product: [OH:17][C@@H:16]([CH2:15][CH2:14][N:9]1[C:7]2=[N:8][C:3]([O:2][CH3:1])=[CH:4][N:5]=[C:6]2[CH:12]=[CH:11][C:10]1=[O:13])[CH2:18][N:19]1[CH2:20][CH2:21][CH:22]([NH:25][C:26](=[O:32])[O:27][C:28]([CH3:30])([CH3:29])[CH3:31])[CH2:23][CH2:24]1. The catalyst class is: 3. (2) Reactant: Cl[C:2]1[CH:11]=[N:10][C:9]2[C:8]([C:12]([O:14][CH3:15])=[O:13])=[C:7]([O:16][CH3:17])[CH:6]=[CH:5][C:4]=2[N:3]=1.[C:18]1([OH:24])[CH:23]=[CH:22][CH:21]=[CH:20][CH:19]=1.C(=O)([O-])[O-].[Cs+].[Cs+].C(=O)(O)[O-].[Na+]. Product: [CH3:17][O:16][C:7]1[CH:6]=[CH:5][C:4]2[N:3]=[C:2]([O:24][C:18]3[CH:23]=[CH:22][CH:21]=[CH:20][CH:19]=3)[CH:11]=[N:10][C:9]=2[C:8]=1[C:12]([O:14][CH3:15])=[O:13]. The catalyst class is: 9. (3) Reactant: [N:1]([CH2:4][C@@H:5]1[O:9][C:8](=[O:10])[N:7]([C:11]2[CH:29]=[CH:28][C:14]([C:15]([NH:17][NH:18][C:19](=[O:27])[CH2:20][C:21]3[CH:26]=[CH:25][CH:24]=[CH:23][N:22]=3)=[O:16])=[C:13]([F:30])[CH:12]=2)[CH2:6]1)=[N+]=[N-].OCC1(OC[C@@H](O)[C@@H](O)[C@H]1O)O. Product: [NH2:1][CH2:4][C@@H:5]1[O:9][C:8](=[O:10])[N:7]([C:11]2[CH:29]=[CH:28][C:14]([C:15]([NH:17][NH:18][C:19](=[O:27])[CH2:20][C:21]3[CH:26]=[CH:25][CH:24]=[CH:23][N:22]=3)=[O:16])=[C:13]([F:30])[CH:12]=2)[CH2:6]1. The catalyst class is: 45. (4) Reactant: [CH3:1][C:2]1([CH2:5][O:6][C:7]2[CH:8]=[C:9]([OH:16])[CH:10]=[CH:11][C:12]=2[N+:13]([O-])=O)[CH2:4][O:3]1.C(N(CC)CC)C.[C:24](OC(=O)C)(=[O:26])[CH3:25].[H][H].[C:33](OC(C)C)(=[O:35])[CH3:34]. Product: [C:24]([NH:13][C:12]1[CH:11]=[CH:10][C:9]([O:16][C:33](=[O:35])[CH3:34])=[CH:8][C:7]=1[O:6][CH2:5][C:2]1([CH3:1])[CH2:4][O:3]1)(=[O:26])[CH3:25]. The catalyst class is: 553.